Predict the product of the given reaction. From a dataset of Forward reaction prediction with 1.9M reactions from USPTO patents (1976-2016). Given the reactants [NH2:1][C:2]1[CH:7]=[CH:6][C:5]([C:8]2[O:12][C:11]([C@H:13]([NH:24][C:25]3[CH:32]=[CH:31][C:28]([C:29]#[N:30])=[C:27]([Cl:33])[C:26]=3[CH3:34])[C@H:14]([O:16][Si:17]([C:20]([CH3:23])([CH3:22])[CH3:21])([CH3:19])[CH3:18])[CH3:15])=[N:10][N:9]=2)=[CH:4][CH:3]=1.[C:35](Cl)(=[O:39])[CH2:36][CH2:37][CH3:38], predict the reaction product. The product is: [Si:17]([O:16][C@H:14]([CH3:15])[C@H:13]([C:11]1[O:12][C:8]([C:5]2[CH:4]=[CH:3][C:2]([NH:1][C:35](=[O:39])[CH2:36][CH2:37][CH3:38])=[CH:7][CH:6]=2)=[N:9][N:10]=1)[NH:24][C:25]1[CH:32]=[CH:31][C:28]([C:29]#[N:30])=[C:27]([Cl:33])[C:26]=1[CH3:34])([C:20]([CH3:22])([CH3:23])[CH3:21])([CH3:19])[CH3:18].